From a dataset of NCI-60 drug combinations with 297,098 pairs across 59 cell lines. Regression. Given two drug SMILES strings and cell line genomic features, predict the synergy score measuring deviation from expected non-interaction effect. (1) Drug 1: CC(CN1CC(=O)NC(=O)C1)N2CC(=O)NC(=O)C2. Drug 2: CCC1(C2=C(COC1=O)C(=O)N3CC4=CC5=C(C=CC(=C5CN(C)C)O)N=C4C3=C2)O.Cl. Cell line: NCIH23. Synergy scores: CSS=21.9, Synergy_ZIP=-7.98, Synergy_Bliss=0.446, Synergy_Loewe=-3.16, Synergy_HSA=3.46. (2) Drug 1: CS(=O)(=O)C1=CC(=C(C=C1)C(=O)NC2=CC(=C(C=C2)Cl)C3=CC=CC=N3)Cl. Drug 2: C1CC(C1)(C(=O)O)C(=O)O.[NH2-].[NH2-].[Pt+2]. Cell line: K-562. Synergy scores: CSS=33.5, Synergy_ZIP=-5.71, Synergy_Bliss=-1.43, Synergy_Loewe=-7.64, Synergy_HSA=0.608. (3) Drug 1: CC12CCC(CC1=CCC3C2CCC4(C3CC=C4C5=CN=CC=C5)C)O. Drug 2: C#CCC(CC1=CN=C2C(=N1)C(=NC(=N2)N)N)C3=CC=C(C=C3)C(=O)NC(CCC(=O)O)C(=O)O. Cell line: MDA-MB-231. Synergy scores: CSS=10.8, Synergy_ZIP=0.351, Synergy_Bliss=6.89, Synergy_Loewe=6.37, Synergy_HSA=6.29. (4) Drug 1: C1=CC(=C2C(=C1NCCNCCO)C(=O)C3=C(C=CC(=C3C2=O)O)O)NCCNCCO. Drug 2: CC1C(C(CC(O1)OC2CC(CC3=C2C(=C4C(=C3O)C(=O)C5=CC=CC=C5C4=O)O)(C(=O)C)O)N)O. Cell line: HT29. Synergy scores: CSS=33.7, Synergy_ZIP=-1.45, Synergy_Bliss=1.10, Synergy_Loewe=-5.96, Synergy_HSA=0.668. (5) Drug 1: CC12CCC(CC1=CCC3C2CCC4(C3CC=C4C5=CN=CC=C5)C)O. Drug 2: CC1=C2C(C(=O)C3(C(CC4C(C3C(C(C2(C)C)(CC1OC(=O)C(C(C5=CC=CC=C5)NC(=O)OC(C)(C)C)O)O)OC(=O)C6=CC=CC=C6)(CO4)OC(=O)C)OC)C)OC. Cell line: SN12C. Synergy scores: CSS=29.3, Synergy_ZIP=0.708, Synergy_Bliss=-1.58, Synergy_Loewe=-9.89, Synergy_HSA=-1.01. (6) Drug 1: C1CC(=O)NC(=O)C1N2C(=O)C3=CC=CC=C3C2=O. Drug 2: CC1C(C(CC(O1)OC2CC(CC3=C2C(=C4C(=C3O)C(=O)C5=CC=CC=C5C4=O)O)(C(=O)C)O)N)O. Cell line: CAKI-1. Synergy scores: CSS=33.4, Synergy_ZIP=4.01, Synergy_Bliss=-2.62, Synergy_Loewe=-43.9, Synergy_HSA=-2.53. (7) Drug 2: C1=CC(=CC=C1CCCC(=O)O)N(CCCl)CCCl. Cell line: MDA-MB-435. Synergy scores: CSS=-7.04, Synergy_ZIP=0.0596, Synergy_Bliss=-6.31, Synergy_Loewe=-12.6, Synergy_HSA=-11.0. Drug 1: CN(C)C1=NC(=NC(=N1)N(C)C)N(C)C. (8) Drug 1: C1=CN(C(=O)N=C1N)C2C(C(C(O2)CO)O)O.Cl. Drug 2: CCC1(C2=C(COC1=O)C(=O)N3CC4=CC5=C(C=CC(=C5CN(C)C)O)N=C4C3=C2)O.Cl. Cell line: EKVX. Synergy scores: CSS=5.42, Synergy_ZIP=-2.73, Synergy_Bliss=0.214, Synergy_Loewe=-2.92, Synergy_HSA=-1.57.